Dataset: Forward reaction prediction with 1.9M reactions from USPTO patents (1976-2016). Task: Predict the product of the given reaction. Given the reactants [NH2:1][C:2]1[CH:3]=[N:4][C:5](Br)=[CH:6][CH:7]=1.CO.[C:11]1(B(O)O)[CH:16]=[CH:15][CH:14]=[CH:13][CH:12]=1.C([O-])([O-])=O.[K+].[K+], predict the reaction product. The product is: [C:11]1([C:5]2[N:4]=[CH:3][C:2]([NH2:1])=[CH:7][CH:6]=2)[CH:16]=[CH:15][CH:14]=[CH:13][CH:12]=1.